This data is from Peptide-MHC class II binding affinity with 134,281 pairs from IEDB. The task is: Regression. Given a peptide amino acid sequence and an MHC pseudo amino acid sequence, predict their binding affinity value. This is MHC class II binding data. (1) The peptide sequence is MPRSIGGPVSSHNHI. The MHC is HLA-DQA10201-DQB10402 with pseudo-sequence HLA-DQA10201-DQB10402. The binding affinity (normalized) is 0.359. (2) The peptide sequence is THGLASVVVHTKMTK. The MHC is DRB1_0101 with pseudo-sequence DRB1_0101. The binding affinity (normalized) is 0.479. (3) The peptide sequence is KDILEDERAAVDTYC. The MHC is HLA-DQA10501-DQB10301 with pseudo-sequence HLA-DQA10501-DQB10301. The binding affinity (normalized) is 0.307. (4) The peptide sequence is LQYGWKTWGKNLVFS. The MHC is DRB1_1101 with pseudo-sequence DRB1_1101. The binding affinity (normalized) is 0.834. (5) The peptide sequence is AGWLFHVRGARRSGD. The MHC is HLA-DQA10501-DQB10303 with pseudo-sequence HLA-DQA10501-DQB10303. The binding affinity (normalized) is 0.560. (6) The peptide sequence is AFKVAATAANAASAN. The MHC is DRB1_0802 with pseudo-sequence DRB1_0802. The binding affinity (normalized) is 0.834. (7) The peptide sequence is YDKFLANVSTVLTMK. The MHC is DRB1_1602 with pseudo-sequence DRB1_1602. The binding affinity (normalized) is 0.785. (8) The MHC is DRB1_1301 with pseudo-sequence DRB1_1301. The binding affinity (normalized) is 0.512. The peptide sequence is MHHLVEFEPPHAATI. (9) The peptide sequence is AEDVIPEGWKADTSY. The MHC is DRB1_1501 with pseudo-sequence DRB1_1501. The binding affinity (normalized) is 0.0800. (10) The peptide sequence is GAYLEEQEQWKTANE. The MHC is DRB3_0101 with pseudo-sequence DRB3_0101. The binding affinity (normalized) is 0.